This data is from Forward reaction prediction with 1.9M reactions from USPTO patents (1976-2016). The task is: Predict the product of the given reaction. (1) Given the reactants C[Si]([N-][Si](C)(C)C)(C)C.[K+].C1(C)C=CC=CC=1.[O:18]1[C:22]2([CH2:27][CH2:26][C:25](=[O:28])[CH2:24][CH2:23]2)[O:21][CH2:20][CH2:19]1.C1C=CC(N([S:36]([C:39]([F:42])([F:41])[F:40])(=[O:38])=[O:37])[S:36]([C:39]([F:42])([F:41])[F:40])(=[O:38])=[O:37])=CC=1, predict the reaction product. The product is: [F:40][C:39]([F:42])([F:41])[S:36]([O:28][C:25]1[CH2:24][CH2:23][C:22]2([O:21][CH2:20][CH2:19][O:18]2)[CH2:27][CH:26]=1)(=[O:38])=[O:37]. (2) Given the reactants [N:1]([CH2:4][C@@H:5]1[O:14][C:9]2=[N:10][CH:11]=[CH:12][CH:13]=[C:8]2[O:7][CH2:6]1)=[N+]=[N-], predict the reaction product. The product is: [O:7]1[C:8]2[C:9](=[N:10][CH:11]=[CH:12][CH:13]=2)[O:14][C@@H:5]([CH2:4][NH2:1])[CH2:6]1. (3) Given the reactants [N:1]1[C:10]2[C:5](=[CH:6][CH:7]=[CH:8][CH:9]=2)[N:4]=[CH:3][C:2]=1[CH2:11][CH:12]1[CH2:16][CH2:15][CH2:14][CH:13]1[NH:17]C(=O)OC(C)(C)C.Cl, predict the reaction product. The product is: [N:1]1[C:10]2[C:5](=[CH:6][CH:7]=[CH:8][CH:9]=2)[N:4]=[CH:3][C:2]=1[CH2:11][CH:12]1[CH2:16][CH2:15][CH2:14][CH:13]1[NH2:17]. (4) Given the reactants [C@@H:1]12[CH2:6][C@@H:5]1[CH2:4][NH:3][C@@H:2]2[CH2:7][NH:8][C:9]([C:11]1[CH:12]=[CH:13][CH:14]=[C:15]2[O:19][CH:18]=[CH:17][C:16]=12)=[O:10].[NH2:20][C:21]1[S:22][C:23]([C:29]2[CH:30]=[C:31]([CH3:35])[CH:32]=[CH:33][CH:34]=2)=[C:24]([C:26](O)=[O:27])[N:25]=1, predict the reaction product. The product is: [NH2:20][C:21]1[S:22][C:23]([C:29]2[CH:30]=[C:31]([CH3:35])[CH:32]=[CH:33][CH:34]=2)=[C:24]([C:26]([N:3]2[CH2:4][C@@H:5]3[C@@H:1]([CH2:6]3)[C@H:2]2[CH2:7][NH:8][C:9]([C:11]2[CH:12]=[CH:13][CH:14]=[C:15]3[O:19][CH:18]=[CH:17][C:16]=23)=[O:10])=[O:27])[N:25]=1. (5) Given the reactants [C:1]([O:5][C:6]([N:8]1[CH2:13][CH2:12][N:11]([C:14]2[CH:19]=[CH:18][C:17]([C:20](OC)=[O:21])=[CH:16][C:15]=2[CH3:24])[CH2:10][CH2:9]1)=[O:7])([CH3:4])([CH3:3])[CH3:2].[H-].C([Al+]CC(C)C)C(C)C.CO.[C@H](O)(C([O-])=O)[C@@H](O)C([O-])=O.[Na+].[K+], predict the reaction product. The product is: [C:1]([O:5][C:6]([N:8]1[CH2:9][CH2:10][N:11]([C:14]2[CH:19]=[CH:18][C:17]([CH2:20][OH:21])=[CH:16][C:15]=2[CH3:24])[CH2:12][CH2:13]1)=[O:7])([CH3:4])([CH3:3])[CH3:2]. (6) Given the reactants [NH2:1][C@H:2]1[C:11]2[C:6](=[CH:7][CH:8]=[C:9](Br)[CH:10]=2)[N:5]([C:13](=[O:15])[CH3:14])[C@@H:4]([CH:16]2[CH2:18][CH2:17]2)[C@@H:3]1[CH3:19].[Si:20]([O:27][CH2:28][CH2:29][N:30]1[CH:34]=[C:33](B2OC(C)(C)C(C)(C)O2)[CH:32]=[N:31]1)([C:23]([CH3:26])([CH3:25])[CH3:24])([CH3:22])[CH3:21].C(=O)([O-])[O-].[K+].[K+], predict the reaction product. The product is: [NH2:1][C@H:2]1[C:11]2[C:6](=[CH:7][CH:8]=[C:9]([C:33]3[CH:32]=[N:31][N:30]([CH2:29][CH2:28][O:27][Si:20]([C:23]([CH3:26])([CH3:25])[CH3:24])([CH3:21])[CH3:22])[CH:34]=3)[CH:10]=2)[N:5]([C:13](=[O:15])[CH3:14])[C@@H:4]([CH:16]2[CH2:18][CH2:17]2)[C@@H:3]1[CH3:19]. (7) The product is: [Cl:1][C:2]1[CH:3]=[C:4]([N:17]([C:28]2[CH:33]=[CH:32][C:31]([F:34])=[CH:30][C:29]=2[CH3:35])[C:18]([O:20][CH:21]([O:23][C:24](=[O:27])[CH:25]([OH:39])[CH3:26])[CH3:22])=[O:19])[CH:5]=[CH:6][C:7]=1[C:8](=[O:16])[C:9]1[CH:14]=[CH:13][CH:12]=[CH:11][C:10]=1[CH3:15]. Given the reactants [Cl:1][C:2]1[CH:3]=[C:4]([N:17]([C:28]2[CH:33]=[CH:32][C:31]([F:34])=[CH:30][C:29]=2[CH3:35])[C:18]([O:20][CH:21]([O:23][C:24](=[O:27])[CH2:25][CH3:26])[CH3:22])=[O:19])[CH:5]=[CH:6][C:7]=1[C:8](=[O:16])[C:9]1[CH:14]=[CH:13][CH:12]=[CH:11][C:10]=1[CH3:15].ClC([O:39]C(=O)N(C1C=CC(C(=O)C2C=CC=CC=2C)=C(Cl)C=1)C1C=CC(F)=CC=1C)C.OC(C)C([O-])=O.C([N+](CCCC)(CCCC)CCCC)CCC, predict the reaction product.